Task: Predict the reaction yield, written as a fraction of the theoretical maximum amount of product (1.0 means a 100% yield; for example, 0.34 means a 34% yield).. Dataset: Reaction yield outcomes from USPTO patents with 853,638 reactions The reactants are [CH2:1]([CH:8]1[C:14](=[O:15])[C:13](=[N:16]O)[CH:12]2[CH2:18][CH:9]1[CH2:10][CH2:11]2)[C:2]1[CH:7]=[CH:6][CH:5]=[CH:4][N:3]=1.Cl.[H][H]. The catalyst is [Pd].C(O)C. The product is [CH2:1]([CH:8]1[C:14](=[O:15])[CH:13]([NH2:16])[CH:12]2[CH2:18][CH:9]1[CH2:10][CH2:11]2)[C:2]1[CH:7]=[CH:6][CH:5]=[CH:4][N:3]=1. The yield is 0.860.